This data is from Forward reaction prediction with 1.9M reactions from USPTO patents (1976-2016). The task is: Predict the product of the given reaction. (1) Given the reactants FC1C=CC=CC=1B(O)O.CC1C=C(B(O)O)C=CC=1.[CH2:21]([N:28]1[CH2:50][CH2:49][N:31]2[C:32]3[CH:41]=[C:40]([C:42]4[CH:47]=[CH:46][CH:45]=[CH:44][C:43]=4[F:48])[CH:39]=[CH:38][C:33]=3[NH:34][C:35](=[O:37])[CH2:36][C@H:30]2[CH2:29]1)[C:22]1[CH:27]=[CH:26][CH:25]=[CH:24][CH:23]=1, predict the reaction product. The product is: [CH2:21]([N:28]1[CH2:50][CH2:49][N:31]2[C:32]3[CH:41]=[C:40]([C:42]4[CH:47]=[CH:46][CH:45]=[CH:44][C:43]=4[F:48])[CH:39]=[CH:38][C:33]=3[NH:34][C:35](=[O:37])[CH2:36][C@H:30]2[CH2:29]1)[C:22]1[CH:27]=[CH:26][CH:25]=[CH:24][CH:23]=1.[F:48][C:43]1[CH:44]=[CH:45][CH:46]=[CH:47][C:42]=1[C:40]1[CH:39]=[CH:38][C:33]2[NH:34][C:35](=[O:37])[CH2:36][C@H:30]3[CH2:29][NH:28][CH2:50][CH2:49][N:31]3[C:32]=2[CH:41]=1. (2) The product is: [CH3:11][O:10][C:4]1[CH:3]=[C:2]([CH:27]([C:26]2[CH:29]=[CH:30][C:31]([O:32][CH3:33])=[C:24]([F:23])[CH:25]=2)[OH:28])[CH:7]=[C:6]([O:8][CH3:9])[CH:5]=1. Given the reactants Br[C:2]1[CH:7]=[C:6]([O:8][CH3:9])[CH:5]=[C:4]([O:10][CH3:11])[CH:3]=1.C([Li])CCC.CCCCCC.[F:23][C:24]1[CH:25]=[C:26]([CH:29]=[CH:30][C:31]=1[O:32][CH3:33])[CH:27]=[O:28], predict the reaction product. (3) Given the reactants [NH2:1][N:2]1[N:11]=[C:10]([C:12]2[CH:17]=[CH:16][CH:15]=[CH:14][CH:13]=2)[C:9]2[CH2:8][CH2:7][CH2:6][CH2:5][C:4]=2[C:3]1=[O:18].[C:19]12([CH2:29][C:30](O)=[O:31])[CH2:28][CH:23]3[CH2:24][CH:25]([CH2:27][CH:21]([CH2:22]3)[CH2:20]1)[CH2:26]2, predict the reaction product. The product is: [C:19]12([CH2:29][C:30]([NH:1][N:2]3[N:11]=[C:10]([C:12]4[CH:13]=[CH:14][CH:15]=[CH:16][CH:17]=4)[C:9]4[CH2:8][CH2:7][CH2:6][CH2:5][C:4]=4[C:3]3=[O:18])=[O:31])[CH2:26][CH:25]3[CH2:24][CH:23]([CH2:22][CH:21]([CH2:27]3)[CH2:20]1)[CH2:28]2. (4) Given the reactants C(C1C=C(O)C(=O)NN=1)C.C([O:18][C:19]1[CH:20]=[C:21]([N:33]([CH3:37])[CH2:34][CH2:35][CH3:36])[N:22]=[N:23][C:24]=1[O:25]CC1C=CC=CC=1)C1C=CC=CC=1, predict the reaction product. The product is: [OH:18][C:19]1[C:24](=[O:25])[NH:23][N:22]=[C:21]([N:33]([CH3:37])[CH2:34][CH2:35][CH3:36])[CH:20]=1. (5) The product is: [CH3:1][O:2][C:3](=[O:4])[CH:5]=[CH:25][C:20]1[N:19]([CH2:12][C:13]2[CH:18]=[CH:17][CH:16]=[CH:15][CH:14]=2)[C:23]([CH3:24])=[CH:22][CH:21]=1.[CH3:27][O:28][C:29]1[CH:34]=[CH:33][N:32]=[C:31]2[NH:35][C:36]([CH3:38])=[CH:37][C:30]=12. Given the reactants [CH3:1][O:2][C:3]([CH2:5]P(OC)(OC)=O)=[O:4].[CH2:12]([N:19]1[C:23]([CH3:24])=[CH:22][CH:21]=[C:20]1[CH:25]=O)[C:13]1[CH:18]=[CH:17][CH:16]=[CH:15][CH:14]=1.[CH3:27][O:28][C:29]1[CH:34]=[CH:33][N:32]=[C:31]2[NH:35][C:36]([CH2:38]O)=[CH:37][C:30]=12, predict the reaction product. (6) Given the reactants Cl.[NH2:2][CH2:3][C:4]([C:6]1[CH:11]=[CH:10][C:9]([Cl:12])=[CH:8][CH:7]=1)=[O:5].[C:13](=S)=[S:14].C(=O)([O-])[O-].[Na+].[Na+], predict the reaction product. The product is: [Cl:12][C:9]1[CH:10]=[CH:11][C:6]([C:4]2[O:5][C:13]([SH:14])=[N:2][CH:3]=2)=[CH:7][CH:8]=1. (7) Given the reactants [C:1]([O:5][C:6]([N:8]1[C@H:12]([CH2:13][CH3:14])[CH2:11][C@H:10]([OH:15])[C@@H:9]1[CH2:16][C:17]1[CH:22]=[CH:21][CH:20]=[CH:19][CH:18]=1)=[O:7])([CH3:4])([CH3:3])[CH3:2].CC(OI1(OC(C)=O)(OC(C)=O)OC(=O)C2C=CC=CC1=2)=O.CCOC(C)=O, predict the reaction product. The product is: [C:1]([O:5][C:6]([N:8]1[C@H:12]([CH2:13][CH3:14])[CH2:11][C:10](=[O:15])[C@@H:9]1[CH2:16][C:17]1[CH:18]=[CH:19][CH:20]=[CH:21][CH:22]=1)=[O:7])([CH3:2])([CH3:3])[CH3:4]. (8) The product is: [CH:19]([O:22][C:23]1[CH:29]=[CH:28][C:26]([NH:27][C:13](=[O:15])[C:12]2[CH:16]=[CH:17][CH:18]=[C:10]([S:7]([N:1]3[CH2:2][CH2:3][CH2:4][CH2:5][CH2:6]3)(=[O:8])=[O:9])[CH:11]=2)=[CH:25][CH:24]=1)([CH3:21])[CH3:20]. Given the reactants [N:1]1([S:7]([C:10]2[CH:11]=[C:12]([CH:16]=[CH:17][CH:18]=2)[C:13]([OH:15])=O)(=[O:9])=[O:8])[CH2:6][CH2:5][CH2:4][CH2:3][CH2:2]1.[CH:19]([O:22][C:23]1[CH:29]=[CH:28][C:26]([NH2:27])=[CH:25][CH:24]=1)([CH3:21])[CH3:20], predict the reaction product. (9) Given the reactants CC1(C)[O:6][C@@H:5]([CH2:7][CH2:8][NH:9][C:10]([CH:12]2[CH:16]([C:17]3[CH:22]=[CH:21][CH:20]=[C:19]([Cl:23])[CH:18]=3)[C:15]([C:26]3[CH:27]=[N:28][C:29]([Cl:32])=[CH:30][CH:31]=3)([C:24]#[N:25])[CH:14]([CH2:33][C:34]([CH3:37])([CH3:36])[CH3:35])[NH:13]2)=[O:11])[CH2:4][O:3]1.CC1C=CC(S([O-])(=O)=O)=CC=1.C1C=C[NH+]=CC=1, predict the reaction product. The product is: [OH:6][C@H:5]([CH2:4][OH:3])[CH2:7][CH2:8][NH:9][C:10]([CH:12]1[CH:16]([C:17]2[CH:22]=[CH:21][CH:20]=[C:19]([Cl:23])[CH:18]=2)[C:15]([C:26]2[CH:27]=[N:28][C:29]([Cl:32])=[CH:30][CH:31]=2)([C:24]#[N:25])[CH:14]([CH2:33][C:34]([CH3:35])([CH3:37])[CH3:36])[NH:13]1)=[O:11]. (10) Given the reactants [Cl:1][C:2]1[C:7]([O:8][CH3:9])=[CH:6][C:5]([O:10][CH3:11])=[C:4]([Cl:12])[C:3]=1[C:13]1[N:18]=[CH:17][C:16]2[C:19](I)=[N:20][NH:21][C:15]=2[CH:14]=1.[CH3:23][N:24]([CH3:43])[CH2:25][CH2:26][O:27][C:28]1[CH:33]=[CH:32][C:31](B2OC(C)(C)C(C)(C)O2)=[CH:30][CH:29]=1, predict the reaction product. The product is: [Cl:1][C:2]1[C:7]([O:8][CH3:9])=[CH:6][C:5]([O:10][CH3:11])=[C:4]([Cl:12])[C:3]=1[C:13]1[N:18]=[CH:17][C:16]2[C:19]([C:31]3[CH:32]=[CH:33][C:28]([O:27][CH2:26][CH2:25][N:24]([CH3:43])[CH3:23])=[CH:29][CH:30]=3)=[N:20][NH:21][C:15]=2[CH:14]=1.